Dataset: NCI-60 drug combinations with 297,098 pairs across 59 cell lines. Task: Regression. Given two drug SMILES strings and cell line genomic features, predict the synergy score measuring deviation from expected non-interaction effect. (1) Drug 1: C1=NC(=NC(=O)N1C2C(C(C(O2)CO)O)O)N. Drug 2: CCN(CC)CCNC(=O)C1=C(NC(=C1C)C=C2C3=C(C=CC(=C3)F)NC2=O)C. Cell line: OVCAR-8. Synergy scores: CSS=30.1, Synergy_ZIP=-6.60, Synergy_Bliss=-2.64, Synergy_Loewe=-7.38, Synergy_HSA=-2.17. (2) Drug 1: C1C(C(OC1N2C=C(C(=O)NC2=O)F)CO)O. Drug 2: C1=NC2=C(N=C(N=C2N1C3C(C(C(O3)CO)O)O)F)N. Cell line: OVCAR-4. Synergy scores: CSS=2.53, Synergy_ZIP=-1.70, Synergy_Bliss=-0.112, Synergy_Loewe=-6.10, Synergy_HSA=-2.12.